The task is: Predict which catalyst facilitates the given reaction.. This data is from Catalyst prediction with 721,799 reactions and 888 catalyst types from USPTO. (1) Reactant: [Si]([O:8][CH2:9][C:10]([CH3:41])([OH:40])[CH2:11][O:12][C:13]1[CH:18]=[C:17]([Cl:19])[C:16]([C:20]2[N:24]=[C:23]([C:25]3[N:26]=[C:27]4[C:32]([Cl:33])=[CH:31][C:30]([C:34]([F:37])([F:36])[F:35])=[CH:29][N:28]4[CH:38]=3)[O:22][N:21]=2)=[CH:15][C:14]=1[Cl:39])(C(C)(C)C)(C)C.C(O)(C(F)(F)F)=O.C(Cl)Cl. Product: [Cl:39][C:14]1[CH:15]=[C:16]([C:20]2[N:24]=[C:23]([C:25]3[N:26]=[C:27]4[C:32]([Cl:33])=[CH:31][C:30]([C:34]([F:35])([F:36])[F:37])=[CH:29][N:28]4[CH:38]=3)[O:22][N:21]=2)[C:17]([Cl:19])=[CH:18][C:13]=1[O:12][CH2:11][C:10]([CH3:41])([OH:40])[CH2:9][OH:8]. The catalyst class is: 2. (2) Reactant: Cl[C:2]1[C:11]2[C:6](=[CH:7][CH:8]=[CH:9][CH:10]=2)[CH:5]=[C:4]([C:12]([F:21])([F:20])[C:13]2[CH:18]=[CH:17][C:16]([F:19])=[CH:15][CH:14]=2)[N:3]=1.ClC1C2C(=CC=CC=2)C=C(C(C2C=CC(F)=CC=2)=O)N=1.[NH2:42][C:43]1[CH:47]=[C:46]([CH3:48])[N:45](C(OC(C)(C)C)=O)[N:44]=1.C1(P(C2C=CC=CC=2)C2C3OC4C(=CC=CC=4P(C4C=CC=CC=4)C4C=CC=CC=4)C(C)(C)C=3C=CC=2)C=CC=CC=1.C(=O)([O-])[O-].[Cs+].[Cs+]. Product: [F:20][C:12]([F:21])([C:13]1[CH:18]=[CH:17][C:16]([F:19])=[CH:15][CH:14]=1)[C:4]1[N:3]=[C:2]([NH:42][C:43]2[CH:47]=[C:46]([CH3:48])[NH:45][N:44]=2)[C:11]2[C:6]([CH:5]=1)=[CH:7][CH:8]=[CH:9][CH:10]=2. The catalyst class is: 110. (3) Reactant: O=P12OP3(OP(OP(O3)(O1)=O)(=O)O2)=O.CS(O)(=O)=O.CO[CH:22]([O:40]C)[CH2:23][NH:24][C:25]([C:27]1[CH:28]=[C:29]([CH3:39])[C:30]2[NH:34][C:33]([CH2:35][CH2:36][CH3:37])=[N:32][C:31]=2[CH:38]=1)=O.C(=O)([O-])O.[Na+]. Product: [CH3:39][C:29]1[C:30]2[NH:34][C:33]([CH2:35][CH2:36][CH3:37])=[N:32][C:31]=2[CH:38]=[C:27]([C:25]2[O:40][CH:22]=[CH:23][N:24]=2)[CH:28]=1. The catalyst class is: 13. (4) Reactant: [NH2:1][C:2]1[CH:15]=[CH:14][C:5]2[S:6][C:7]([C:9]([O:11][CH2:12][CH3:13])=[O:10])=[CH:8][C:4]=2[CH:3]=1.[CH3:16][C:17]([O:20][C:21](O[C:21]([O:20][C:17]([CH3:19])([CH3:18])[CH3:16])=[O:22])=[O:22])([CH3:19])[CH3:18]. Product: [C:17]([O:20][C:21]([NH:1][C:2]1[CH:15]=[CH:14][C:5]2[S:6][C:7]([C:9]([O:11][CH2:12][CH3:13])=[O:10])=[CH:8][C:4]=2[CH:3]=1)=[O:22])([CH3:19])([CH3:18])[CH3:16]. The catalyst class is: 1. (5) Reactant: [C:1]([C:3]([C:19]#[N:20])([CH2:13][CH2:14][C:15]([F:18])([F:17])[F:16])[CH2:4][CH:5]1[CH2:10][CH2:9][C:8]([C:11]#[CH:12])=[CH:7][CH2:6]1)#[N:2].ClC1C=CC=C(C(OO)=[O:29])C=1.S([O-])([O-])=O.[Na+].[Na+]. Product: [C:1]([C:3]([C:19]#[N:20])([CH2:13][CH2:14][C:15]([F:18])([F:17])[F:16])[CH2:4][CH:5]1[CH2:10][CH2:9][C:8]2([O:29][CH:7]2[CH2:6]1)[C:11]#[CH:12])#[N:2]. The catalyst class is: 22.